This data is from Full USPTO retrosynthesis dataset with 1.9M reactions from patents (1976-2016). The task is: Predict the reactants needed to synthesize the given product. (1) Given the product [O:1]=[C:2]1[C:11]2[C:6](=[CH:7][CH:8]=[C:9]([CH2:12][C:13]([OH:15])=[O:14])[CH:10]=2)[N:5]=[CH:4][NH:3]1, predict the reactants needed to synthesize it. The reactants are: [O:1]=[C:2]1[C:11]2[C:6](=[CH:7][CH:8]=[C:9]([CH2:12][C:13]([O:15]C(C)(C)C)=[O:14])[CH:10]=2)[N:5]=[CH:4][NH:3]1.Cl. (2) Given the product [CH2:1]([O:8][C:9](=[O:36])[N:10]([C:17]1[CH:22]=[CH:21][CH:20]=[C:19]([O:23][C:24]2[CH:25]=[C:26]3[C:27](=[CH:28][CH:29]=2)[N:30]=[C:38]([NH2:37])[N:32]([CH2:33][CH2:34][CH3:35])[CH2:31]3)[CH:18]=1)[CH:11]1[CH2:12][CH2:13][CH2:14][CH2:15][CH2:16]1)[C:2]1[CH:7]=[CH:6][CH:5]=[CH:4][CH:3]=1, predict the reactants needed to synthesize it. The reactants are: [CH2:1]([O:8][C:9](=[O:36])[N:10]([C:17]1[CH:22]=[CH:21][CH:20]=[C:19]([O:23][C:24]2[CH:29]=[CH:28][C:27]([NH2:30])=[C:26]([CH2:31][NH:32][CH2:33][CH2:34][CH3:35])[CH:25]=2)[CH:18]=1)[CH:11]1[CH2:16][CH2:15][CH2:14][CH2:13][CH2:12]1)[C:2]1[CH:7]=[CH:6][CH:5]=[CH:4][CH:3]=1.[N:37]#[C:38]Br. (3) Given the product [Cl:2][C@:18]1([CH3:21])[CH2:17][C@@H:16]2[C@@H:20]([C:13]([C:10]3[CH:11]=[CH:12][C:7]([OH:6])=[CH:8][CH:9]=3)=[CH:14][C:15]2=[O:22])[CH2:19]1, predict the reactants needed to synthesize it. The reactants are: B(Cl)(Cl)[Cl:2].C[O:6][C:7]1[CH:12]=[CH:11][C:10]([C:13]2[CH:20]3[CH:16]([CH2:17][C:18](=[CH2:21])[CH2:19]3)[C:15](=[O:22])[CH:14]=2)=[CH:9][CH:8]=1. (4) Given the product [C:30]1([CH3:40])[CH:31]=[CH:32][C:33]([S:36]([OH:39])(=[O:37])=[O:38])=[CH:34][CH:35]=1.[C:30]1([CH3:40])[CH:31]=[CH:32][C:33]([S:36]([OH:39])(=[O:37])=[O:38])=[CH:34][CH:35]=1.[CH3:1][N:2]1[CH2:7][CH2:6][N:5]([C:8]2[CH:20]=[CH:19][C:18]3[C:17]4[C:12](=[CH:13][C:14]([N:21]5[CH2:22][CH2:23][N:24]([CH3:27])[CH2:25][CH2:26]5)=[CH:15][CH:16]=4)[C:11](=[O:28])[C:10]=3[CH:9]=2)[CH2:4][CH2:3]1, predict the reactants needed to synthesize it. The reactants are: [CH3:1][N:2]1[CH2:7][CH2:6][N:5]([C:8]2[CH:20]=[CH:19][C:18]3[C:17]4[C:12](=[CH:13][C:14]([N:21]5[CH2:26][CH2:25][N:24]([CH3:27])[CH2:23][CH2:22]5)=[CH:15][CH:16]=4)[C:11](=[O:28])[C:10]=3[CH:9]=2)[CH2:4][CH2:3]1.O.[C:30]1([CH3:40])[CH:35]=[CH:34][C:33]([S:36]([OH:39])(=[O:38])=[O:37])=[CH:32][CH:31]=1. (5) Given the product [C:1]([O:5][C:6]([N:8]1[CH2:13][CH2:12][C:11]2[N:14]([CH2:29][CH2:28][C:27]([O:31][CH3:32])=[O:30])[N:15]=[C:16]([C:17]3[CH:18]=[CH:19][C:20]([C:23]([F:24])([F:25])[F:26])=[CH:21][CH:22]=3)[C:10]=2[CH2:9]1)=[O:7])([CH3:4])([CH3:2])[CH3:3], predict the reactants needed to synthesize it. The reactants are: [C:1]([O:5][C:6]([N:8]1[CH2:13][CH2:12][C:11]2[NH:14][N:15]=[C:16]([C:17]3[CH:22]=[CH:21][C:20]([C:23]([F:26])([F:25])[F:24])=[CH:19][CH:18]=3)[C:10]=2[CH2:9]1)=[O:7])([CH3:4])([CH3:3])[CH3:2].[C:27]([O:31][CH3:32])(=[O:30])[CH:28]=[CH2:29].C(O[Na])(C)(C)C. (6) The reactants are: [NH2:1][CH2:2][CH2:3][C:4]1[CH:9]=[CH:8][C:7]([OH:10])=[CH:6][CH:5]=1.[C:11](=[O:18])([O:13][C:14]([CH3:17])([CH3:16])[CH3:15])N.F[C:20]1[CH:25]=[CH:24][C:23]([N+:26]([O-:28])=[O:27])=[CH:22][CH:21]=1.C(=O)([O-])[O-].[Cs+].[Cs+]. Given the product [C:14]([O:13][C:11](=[O:18])[NH:1][CH2:2][CH2:3][C:4]1[CH:9]=[CH:8][C:7]([O:10][C:20]2[CH:25]=[CH:24][C:23]([N+:26]([O-:28])=[O:27])=[CH:22][CH:21]=2)=[CH:6][CH:5]=1)([CH3:17])([CH3:16])[CH3:15], predict the reactants needed to synthesize it.